From a dataset of Forward reaction prediction with 1.9M reactions from USPTO patents (1976-2016). Predict the product of the given reaction. (1) Given the reactants [CH3:1][S:2](Cl)(=[O:4])=[O:3].[OH:6][CH2:7][CH2:8][O:9][C:10]1[CH:15]=[CH:14][C:13]([C:16]2[N:21]=[C:20]([C:22]#[N:23])[C:19]3[N:24]=[N:25][N:26]([CH3:27])[C:18]=3[CH:17]=2)=[CH:12][C:11]=1[C:28]([F:31])([F:30])[F:29].C(N(C(C)C)CC)(C)C.CO, predict the reaction product. The product is: [CH3:1][S:2]([O:6][CH2:7][CH2:8][O:9][C:10]1[CH:15]=[CH:14][C:13]([C:16]2[N:21]=[C:20]([C:22]#[N:23])[C:19]3[N:24]=[N:25][N:26]([CH3:27])[C:18]=3[CH:17]=2)=[CH:12][C:11]=1[C:28]([F:30])([F:29])[F:31])(=[O:4])=[O:3]. (2) Given the reactants [OH:1][CH2:2][CH2:3][C@H:4]1[CH2:8][O:7][C:6]([CH3:10])([CH3:9])[O:5]1.C(N(CC)CC)C.[CH3:18][S:19](Cl)(=[O:21])=[O:20].O, predict the reaction product. The product is: [CH3:9][C:6]1([CH3:10])[O:5][C@@H:4]([CH2:3][CH2:2][O:1][S:19]([CH3:18])(=[O:21])=[O:20])[CH2:8][O:7]1.